Regression/Classification. Given a drug SMILES string, predict its absorption, distribution, metabolism, or excretion properties. Task type varies by dataset: regression for continuous measurements (e.g., permeability, clearance, half-life) or binary classification for categorical outcomes (e.g., BBB penetration, CYP inhibition). Dataset: cyp2c19_veith. From a dataset of CYP2C19 inhibition data for predicting drug metabolism from PubChem BioAssay. (1) The drug is O=C(N/N=C1/C[C@@H](O)[C@@H](O)[C@@H]2[C@@H]3C(=O)N(C[C@@H]4CCCO4)C(=O)[C@H]3CC[C@@H]12)OCc1ccccc1. The result is 0 (non-inhibitor). (2) The molecule is C[C@@H]1O[C@H](C[N+](C)(C)C)C[C@H]1O. The result is 0 (non-inhibitor). (3) The drug is CCOC(=O)N1CCN(Cc2nc(-c3ccc(Cl)cc3)no2)CC1. The result is 1 (inhibitor). (4) The compound is Cc1ccc(NC(=O)Cn2cnc3c(cnn3C(C)(C)C)c2=O)cc1. The result is 0 (non-inhibitor). (5) The compound is O=C(O)c1ccccc1-c1ccccc1C(=O)Nc1ccc2c(c1)Cc1ccccc1-2. The result is 0 (non-inhibitor).